This data is from Forward reaction prediction with 1.9M reactions from USPTO patents (1976-2016). The task is: Predict the product of the given reaction. (1) Given the reactants OS(O)(=O)=O.C[C:7]1[C:11]([N+:12]([O-:14])=[O:13])=[CH:10][NH:9][C:8]=1[C:15]([OH:17])=[O:16].O.[CH3:19]O, predict the reaction product. The product is: [CH3:19][O:17][C:15]([C:8]1[NH:9][CH:10]=[C:11]([N+:12]([O-:14])=[O:13])[CH:7]=1)=[O:16]. (2) Given the reactants [CH3:1][C:2]1[C@@H:19]([O:20][C:21]([C@H:23]([OH:40])[C@@H:24]([NH:31][C:32]([C:34]2[CH:35]=[CH:36][CH:37]=[CH:38][CH:39]=2)=[O:33])[C:25]2[CH:26]=[CH:27][CH:28]=[CH:29][CH:30]=2)=[O:22])[CH2:18][C@:14]2([OH:41])[C:15]([CH3:17])([CH3:16])[C:3]=1[C@@H:4]([O:59][C:60]([CH3:62])=[O:61])[C:5]([C@@:7]1([CH3:58])[C@H:12]([C@@H:13]2[O:42][C:43]([C:45]2[CH:46]=[CH:47][CH:48]=[CH:49][CH:50]=2)=[O:44])[C@:11]2([O:53][C:54]([CH3:56])=[O:55])[CH2:51][O:52][C@@H:10]2[CH2:9][C@@H:8]1[OH:57])=[O:6].[CH3:63][C@@H:64]([C@@H:70]1[C@@:74]2([CH3:91])[C@@H:75]([OH:90])[CH2:76][C@@H:77]3[C@@:82]4([CH3:88])[CH2:83][CH2:84][C@@H:85]([OH:87])[CH2:86][C@H:81]4[CH2:80][C@@H:79]([OH:89])[C@H:78]3[C@@H:73]2[CH2:72][CH2:71]1)[CH2:65][CH2:66][C:67]([OH:69])=[O:68], predict the reaction product. The product is: [CH3:1][C:2]1[C@@H:19]([O:20][C:21]([C@H:23]([OH:40])[C@@H:24]([NH:31][C:32]([C:34]2[CH:39]=[CH:38][CH:37]=[CH:36][CH:35]=2)=[O:33])[C:25]2[CH:26]=[CH:27][CH:28]=[CH:29][CH:30]=2)=[O:22])[CH2:18][C@:14]2([OH:41])[C:15]([CH3:16])([CH3:17])[C:3]=1[C@@H:4]([O:59][C:60]([CH3:62])=[O:61])[C:5]([C@@:7]1([CH3:58])[C@H:12]([C@@H:13]2[O:42][C:43]([C:45]2[CH:50]=[CH:49][CH:48]=[CH:47][CH:46]=2)=[O:44])[C@:11]2([O:53][C:54]([CH3:56])=[O:55])[CH2:51][O:52][C@@H:10]2[CH2:9][C@@H:8]1[OH:57])=[O:6].[CH3:63][C@@H:64]([C@@H:70]1[C@@:74]2([CH3:91])[C@@H:75]([OH:90])[CH2:76][C@@H:77]3[C@@:82]4([CH3:88])[CH2:83][CH2:84][C@@H:85]([OH:87])[CH2:86][C@H:81]4[CH2:80][C@@H:79]([OH:89])[C@H:78]3[C@@H:73]2[CH2:72][CH2:71]1)[CH2:65][CH2:66][C:67]([OH:69])=[O:68].